Dataset: Peptide-MHC class I binding affinity with 185,985 pairs from IEDB/IMGT. Task: Regression. Given a peptide amino acid sequence and an MHC pseudo amino acid sequence, predict their binding affinity value. This is MHC class I binding data. (1) The peptide sequence is QPQPFRPQQPY. The MHC is HLA-B54:01 with pseudo-sequence HLA-B54:01. The binding affinity (normalized) is 0. (2) The MHC is HLA-B15:09 with pseudo-sequence HLA-B15:09. The peptide sequence is WHTTKGAAL. The binding affinity (normalized) is 0.872. (3) The peptide sequence is AVYSTFLHR. The MHC is HLA-B15:01 with pseudo-sequence HLA-B15:01. The binding affinity (normalized) is 0.0847. (4) The MHC is HLA-A03:01 with pseudo-sequence HLA-A03:01. The binding affinity (normalized) is 0.0847. The peptide sequence is FTRMVVAAL. (5) The peptide sequence is EILSNTTKTL. The MHC is HLA-A68:02 with pseudo-sequence HLA-A68:02. The binding affinity (normalized) is 0.111. (6) The peptide sequence is SEAAYAKKI. The MHC is Patr-A0401 with pseudo-sequence Patr-A0401. The binding affinity (normalized) is 0. (7) The peptide sequence is SNFTSTTVK. The MHC is HLA-B15:01 with pseudo-sequence HLA-B15:01. The binding affinity (normalized) is 0.204.